This data is from Catalyst prediction with 721,799 reactions and 888 catalyst types from USPTO. The task is: Predict which catalyst facilitates the given reaction. (1) Product: [C:5]([C:9]1[CH:13]=[C:12]([NH:14][C:1]([NH:27][CH2:28][C:29]2[CH:56]=[CH:55][CH:54]=[CH:53][C:30]=2[CH2:31][O:32][C:33]2[N:34]=[C:35]([S:51][CH3:52])[N:36]([C:40]3[CH:41]=[C:42]([CH:47]=[CH:48][C:49]=3[CH3:50])[C:43]([O:45][CH3:46])=[O:44])[C:37](=[O:39])[CH:38]=2)=[O:2])[N:11]([C:15]2[CH:16]=[CH:17][C:18]([CH3:21])=[CH:19][CH:20]=2)[N:10]=1)([CH3:8])([CH3:7])[CH3:6]. The catalyst class is: 2. Reactant: [C:1](Cl)(Cl)=[O:2].[C:5]([C:9]1[CH:13]=[C:12]([NH2:14])[N:11]([C:15]2[CH:20]=[CH:19][C:18]([CH3:21])=[CH:17][CH:16]=2)[N:10]=1)([CH3:8])([CH3:7])[CH3:6].C([O-])(O)=O.[Na+].[NH2:27][CH2:28][C:29]1[CH:56]=[CH:55][CH:54]=[CH:53][C:30]=1[CH2:31][O:32][C:33]1[N:34]=[C:35]([S:51][CH3:52])[N:36]([C:40]2[CH:41]=[C:42]([CH:47]=[CH:48][C:49]=2[CH3:50])[C:43]([O:45][CH3:46])=[O:44])[C:37](=[O:39])[CH:38]=1. (2) The catalyst class is: 5. Product: [CH2:1]([NH:3][CH2:11][CH2:12][N:13]1[CH2:18][CH2:17][S:16][C:15]2[CH:19]=[CH:20][C:21]([NH:23][C:24]([C:26]3[S:27][CH:28]=[CH:29][CH:30]=3)=[NH:25])=[CH:22][C:14]1=2)[CH3:2]. Reactant: [CH2:1]([N:3]([CH2:11][CH2:12][N:13]1[CH2:18][CH2:17][S:16][C:15]2[CH:19]=[CH:20][C:21]([NH:23][C:24]([C:26]3[S:27][CH:28]=[CH:29][CH:30]=3)=[NH:25])=[CH:22][C:14]1=2)C(=O)OC(C)(C)C)[CH3:2].Cl.